This data is from Reaction yield outcomes from USPTO patents with 853,638 reactions. The task is: Predict the reaction yield, written as a fraction of the theoretical maximum amount of product (1.0 means a 100% yield; for example, 0.34 means a 34% yield). (1) The reactants are [F:1][C:2]1[CH:25]=[CH:24][C:5]2[N:6]([CH:10]3[CH2:15][CH2:14][N:13]([C:16]([O:18][C:19]([CH3:22])([CH3:21])[CH3:20])=[O:17])[CH2:12][CH:11]3[OH:23])[C:7]([CH3:9])=[N:8][C:4]=2[CH:3]=1.[H-].[Na+].[C:28]([O-])(O)=O.[Na+]. The catalyst is C1COCC1. The product is [F:1][C:2]1[CH:25]=[CH:24][C:5]2[N:6]([CH:10]3[CH2:15][CH2:14][N:13]([C:16]([O:18][C:19]([CH3:22])([CH3:20])[CH3:21])=[O:17])[CH2:12][CH:11]3[O:23][CH3:28])[C:7]([CH3:9])=[N:8][C:4]=2[CH:3]=1. The yield is 0.890. (2) The reactants are ClC(Cl)(Cl)[C:3]([C:5]1[NH:6][C:7]2[CH2:8][CH2:9][CH2:10][CH2:11][C:12]=2[CH:13]=1)=[O:4].[O-][CH2:17][CH3:18].[Na+].C([OH:22])C. No catalyst specified. The product is [NH:6]1[C:7]2[CH2:8][CH2:9][CH2:10][CH2:11][C:12]=2[CH:13]=[C:5]1[C:3]([O:4][CH2:17][CH3:18])=[O:22]. The yield is 1.00. (3) The reactants are [Br-].[C:2]([O:6][C:7]([N:9]1[C:17]2[CH:16]=[CH:15][N+:14]([CH:18]([C:26]3[CH:31]=[CH:30][CH:29]=[CH:28][C:27]=3[Cl:32])[CH2:19][CH2:20][CH2:21][CH2:22][CH:23]([CH3:25])[CH3:24])=[CH:13][C:12]=2[CH:11]=[CH:10]1)=[O:8])([CH3:5])([CH3:4])[CH3:3].[BH4-].[Na+]. The catalyst is CCO. The product is [C:2]([O:6][C:7]([N:9]1[C:17]2[CH2:16][CH2:15][N:14]([CH:18]([C:26]3[CH:31]=[CH:30][CH:29]=[CH:28][C:27]=3[Cl:32])[CH2:19][CH2:20][CH2:21][CH2:22][C:23]([C:7]([O:6][CH2:2][CH3:3])=[O:8])([CH3:24])[CH3:25])[CH2:13][C:12]=2[CH:11]=[CH:10]1)=[O:8])([CH3:4])([CH3:5])[CH3:3]. The yield is 0.609. (4) The reactants are [CH2:1]([N:8]([C@H:33]([CH:35]1[CH2:37][CH2:36]1)[CH3:34])[C:9](=[O:32])[CH2:10][N:11]1[C:29](=[O:30])[C@:14]2([C:22]3[C:17](=[CH:18][C:19]([C:23]#[C:24][Si](C)(C)C)=[CH:20][CH:21]=3)[CH2:16][CH2:15]2)[NH:13][C:12]1=[O:31])[C:2]1[CH:7]=[CH:6][CH:5]=[CH:4][CH:3]=1.C([O-])([O-])=O.[K+].[K+]. The catalyst is CN(C=O)C. The product is [CH2:1]([N:8]([C@H:33]([CH:35]1[CH2:37][CH2:36]1)[CH3:34])[C:9](=[O:32])[CH2:10][N:11]1[C:29](=[O:30])[C@:14]2([C:22]3[C:17](=[CH:18][C:19]([C:23]#[CH:24])=[CH:20][CH:21]=3)[CH2:16][CH2:15]2)[NH:13][C:12]1=[O:31])[C:2]1[CH:3]=[CH:4][CH:5]=[CH:6][CH:7]=1. The yield is 0.340. (5) The reactants are [OH:1][C:2]1[CH:7]=[C:6]([OH:8])[N:5]=[C:4]([C:9]2[CH:14]=[CH:13][C:12]([F:15])=[CH:11][CH:10]=2)[N:3]=1.C(=O)([O-])[O-].[Na+].[Na+].[N+:22]([O-])([OH:24])=[O:23]. No catalyst specified. The product is [F:15][C:12]1[CH:13]=[CH:14][C:9]([C:4]2[N:5]=[C:6]([OH:8])[C:7]([N+:22]([O-:24])=[O:23])=[C:2]([OH:1])[N:3]=2)=[CH:10][CH:11]=1. The yield is 0.680.